Binary Classification. Given a miRNA mature sequence and a target amino acid sequence, predict their likelihood of interaction. From a dataset of Experimentally validated miRNA-target interactions with 360,000+ pairs, plus equal number of negative samples. The miRNA is mmu-miR-717 with sequence CUCAGACAGAGAUACCUUCUCU. The protein sequence of the target gene is MAAPSVPTPLYGHVGRGAFRDVYEPAEDTFLLLDALEAAAAELAGVEICLEVGAGSGVVSAFLASMIGPRALYMCTDINPEAAACTLETARCNRVHVQPVITDLVHGLLPRLKGKVDLLVFNPPYVVTPPEEVGSRGIEAAWAGGRNGREVMDRFFPLAPELLSPRGLFYLVTVKENNPEEIFKTMKTRGLQGTTALCRQAGQEALSVLRFSKS. Result: 1 (interaction).